From a dataset of Peptide-MHC class I binding affinity with 185,985 pairs from IEDB/IMGT. Regression. Given a peptide amino acid sequence and an MHC pseudo amino acid sequence, predict their binding affinity value. This is MHC class I binding data. (1) The MHC is HLA-B44:02 with pseudo-sequence HLA-B44:02. The peptide sequence is RALIKTLPRASYSSH. The binding affinity (normalized) is 0.00631. (2) The peptide sequence is GRRATAILR. The MHC is HLA-B08:01 with pseudo-sequence HLA-B08:01. The binding affinity (normalized) is 0.0847. (3) The peptide sequence is ILGGLILTTV. The MHC is HLA-A02:06 with pseudo-sequence HLA-A02:06. The binding affinity (normalized) is 0.573.